From a dataset of Full USPTO retrosynthesis dataset with 1.9M reactions from patents (1976-2016). Predict the reactants needed to synthesize the given product. (1) Given the product [CH3:23][O:22][C:10]1[CH:9]=[CH:8][C:7]2[CH2:20][C@H:19]3[N:2]([CH3:1])[CH2:3][CH2:4][C@:5]45[C:6]=2[C:11]=1[O:12][C@H:13]4[C:14]([O:15][C:57](=[O:58])[CH2:56][CH2:55][CH2:54][C:53]([O:52][C:48]([CH3:50])([CH3:49])[CH3:51])=[O:60])=[CH:16][CH2:17][C@@:18]35[OH:21], predict the reactants needed to synthesize it. The reactants are: [CH3:1][N:2]1[C@@H:19]2[CH2:20][C:7]3[CH:8]=[CH:9][C:10]([O:22][CH3:23])=[C:11]4[O:12][C@H:13]5[C:14]([CH2:16][CH2:17][C@:18]2([OH:21])[C@:5]5([C:6]=34)[CH2:4][CH2:3]1)=[O:15].CCN(C(C)C)C(C)C.C1CCC(N=C=NC2CCCCC2)CC1.[C:48]([O:52][C:53](=[O:60])[CH2:54][CH2:55][CH2:56][C:57](O)=[O:58])([CH3:51])([CH3:50])[CH3:49]. (2) The reactants are: [CH3:1][CH:2]([C:4]1[N:8]=[C:7]([N:9]2[CH2:14][CH2:13][CH:12]([CH2:15][OH:16])[CH2:11][CH2:10]2)[O:6][N:5]=1)[CH3:3].[Cr](Cl)([O-])(=O)=O.[NH+]1C=CC=CC=1.CCOCC. Given the product [CH3:3][CH:2]([C:4]1[N:8]=[C:7]([N:9]2[CH2:14][CH2:13][CH:12]([CH:15]=[O:16])[CH2:11][CH2:10]2)[O:6][N:5]=1)[CH3:1], predict the reactants needed to synthesize it. (3) Given the product [CH2:1]([CH:8]([CH2:14][NH:15][C:16]([O:18][C:19]([CH3:22])([CH3:21])[CH3:20])=[O:17])[C:9]([OH:11])=[O:10])[C:2]1[CH:3]=[CH:4][CH:5]=[CH:6][CH:7]=1, predict the reactants needed to synthesize it. The reactants are: [CH2:1]([CH:8]([CH2:14][NH:15][C:16]([O:18][C:19]([CH3:22])([CH3:21])[CH3:20])=[O:17])[C:9]([O:11]CC)=[O:10])[C:2]1[CH:7]=[CH:6][CH:5]=[CH:4][CH:3]=1.[OH-].[Na+].Cl. (4) Given the product [CH3:1][S:2]([O:10][CH2:9][CH2:8][CH2:7][F:6])(=[O:4])=[O:3], predict the reactants needed to synthesize it. The reactants are: [CH3:1][S:2](Cl)(=[O:4])=[O:3].[F:6][CH2:7][CH2:8][CH2:9][OH:10].